This data is from Catalyst prediction with 721,799 reactions and 888 catalyst types from USPTO. The task is: Predict which catalyst facilitates the given reaction. Reactant: [O:1]=[S:2]1(=[O:23])[CH2:7][CH2:6][N:5]([CH2:8][CH2:9][NH:10][S:11]([C:14]2[CH:19]=[CH:18][CH:17]=[CH:16][C:15]=2[N+:20]([O-:22])=[O:21])(=[O:13])=[O:12])[CH2:4][CH2:3]1.C(=O)([O-])[O-].[Cs+].[Cs+].Br[CH2:31][CH2:32][O:33][CH3:34].C(OCC)(=O)C. Product: [O:23]=[S:2]1(=[O:1])[CH2:7][CH2:6][N:5]([CH2:8][CH2:9][N:10]([CH2:31][CH2:32][O:33][CH3:34])[S:11]([C:14]2[CH:19]=[CH:18][CH:17]=[CH:16][C:15]=2[N+:20]([O-:22])=[O:21])(=[O:12])=[O:13])[CH2:4][CH2:3]1. The catalyst class is: 18.